This data is from Full USPTO retrosynthesis dataset with 1.9M reactions from patents (1976-2016). The task is: Predict the reactants needed to synthesize the given product. (1) Given the product [Cl:1][C:2]1[CH:7]=[CH:6][C:5]([C:8]2[NH:9][CH:10]=[C:11]([C:13]3[N:17]([CH2:18][CH2:19][O:20][CH3:21])[C:16]4[CH:22]=[CH:23][C:24]([C:26]([NH:35][C:32]5[CH:33]=[CH:34][N:29]=[CH:30][CH:31]=5)=[O:27])=[CH:25][C:15]=4[N:14]=3)[N:12]=2)=[CH:4][CH:3]=1, predict the reactants needed to synthesize it. The reactants are: [Cl:1][C:2]1[CH:7]=[CH:6][C:5]([C:8]2[NH:9][CH:10]=[C:11]([C:13]3[N:17]([CH2:18][CH2:19][O:20][CH3:21])[C:16]4[CH:22]=[CH:23][C:24]([C:26](O)=[O:27])=[CH:25][C:15]=4[N:14]=3)[N:12]=2)=[CH:4][CH:3]=1.[N:29]1[CH:34]=[CH:33][C:32]([NH2:35])=[CH:31][CH:30]=1.CN(C(ON1N=NC2C=CC=NC1=2)=[N+](C)C)C.F[P-](F)(F)(F)(F)F.CCN(C(C)C)C(C)C. (2) Given the product [CH2:1]([C:3]1[S:28][C:6]2[N:7]([CH2:13][C:14]3[CH:19]=[CH:18][C:17]([C:20]4[CH:25]=[CH:24][CH:23]=[CH:22][C:21]=4[C:26]4[NH:46][C:47](=[O:50])[O:48][N:27]=4)=[CH:16][CH:15]=3)[C:8](=[O:12])[N:9]([CH2:30][C:31]([C:33]3[CH:38]=[CH:37][C:36]([O:39][CH3:40])=[C:35]([F:41])[CH:34]=3)=[O:32])[C:10](=[O:11])[C:5]=2[CH:4]=1)[CH3:2], predict the reactants needed to synthesize it. The reactants are: [CH2:1]([C:3]1[S:28][C:6]2[N:7]([CH2:13][C:14]3[CH:19]=[CH:18][C:17]([C:20]4[C:21]([C:26]#[N:27])=[CH:22][CH:23]=[CH:24][CH:25]=4)=[CH:16][CH:15]=3)[C:8](=[O:12])[NH:9][C:10](=[O:11])[C:5]=2[CH:4]=1)[CH3:2].Br[CH2:30][C:31]([C:33]1[CH:38]=[CH:37][C:36]([O:39][CH3:40])=[C:35]([F:41])[CH:34]=1)=[O:32].[H-].[Na+].[Cl-].O[NH3+:46].[C:47](=[O:50])([O-])[OH:48].[Na+].